This data is from Reaction yield outcomes from USPTO patents with 853,638 reactions. The task is: Predict the reaction yield, written as a fraction of the theoretical maximum amount of product (1.0 means a 100% yield; for example, 0.34 means a 34% yield). (1) The reactants are [NH2:1][C:2]1[N:7]=[CH:6][C:5]([C:8]2[CH:9]=[C:10]([NH2:19])[C:11]([NH:14][C:15]([CH3:18])([CH3:17])[CH3:16])=[CH:12][CH:13]=2)=[CH:4][N:3]=1.[CH3:20][O:21][C:22]1[CH:23]=[CH:24][C:25]([N:30]2[CH:34]=[CH:33][C:32]([CH3:35])=[N:31]2)=[C:26]([CH:29]=1)[CH:27]=O.OOS([O-])=O.[K+].S([O-])([O-])(=O)=S.[Na+].[Na+]. The catalyst is CN(C=O)C.O. The product is [C:15]([N:14]1[C:11]2[CH:12]=[CH:13][C:8]([C:5]3[CH:4]=[N:3][C:2]([NH2:1])=[N:7][CH:6]=3)=[CH:9][C:10]=2[N:19]=[C:27]1[C:26]1[CH:29]=[C:22]([O:21][CH3:20])[CH:23]=[CH:24][C:25]=1[N:30]1[CH:34]=[CH:33][C:32]([CH3:35])=[N:31]1)([CH3:16])([CH3:18])[CH3:17]. The yield is 0.380. (2) The reactants are Br[CH2:2][C:3]([OH:5])=[O:4].[N+:6]([C:9]1[CH:10]=[N:11][NH:12][CH:13]=1)([O-:8])=[O:7].C(=O)([O-])[O-].[K+].[K+]. The catalyst is O1CCCC1. The product is [N+:6]([C:9]1[CH:10]=[N:11][N:12]([CH2:2][C:3]([OH:5])=[O:4])[CH:13]=1)([O-:8])=[O:7]. The yield is 0.780. (3) The reactants are [CH3:1][C:2]1([CH2:6][O:7][C:8]2[CH:34]=[CH:33][C:11]3[N:12]([C:15]4[CH:24]=[CH:23][C:22]5[C:17](=[C:18](OS(C(F)(F)F)(=O)=O)[CH:19]=[CH:20][CH:21]=5)[N:16]=4)[CH:13]=[N:14][C:10]=3[CH:9]=2)[CH2:5][O:4][CH2:3]1.[C:35]([O:39][C:40](=[O:48])[NH:41][CH:42]1[CH2:47][CH2:46][NH:45][CH2:44][CH2:43]1)([CH3:38])([CH3:37])[CH3:36].C(=O)([O-])[O-].[Cs+].[Cs+].ClC(Cl)C. The catalyst is C1C=CC(/C=C/C(/C=C/C2C=CC=CC=2)=O)=CC=1.C1C=CC(/C=C/C(/C=C/C2C=CC=CC=2)=O)=CC=1.C1C=CC(/C=C/C(/C=C/C2C=CC=CC=2)=O)=CC=1.[Pd].[Pd].C1C=CC(P(C2C(C3C(P(C4C=CC=CC=4)C4C=CC=CC=4)=CC=C4C=3C=CC=C4)=C3C(C=CC=C3)=CC=2)C2C=CC=CC=2)=CC=1.C1(C)C=CC=CC=1. The product is [C:35]([O:39][C:40](=[O:48])[NH:41][CH:42]1[CH2:47][CH2:46][N:45]([C:18]2[CH:19]=[CH:20][CH:21]=[C:22]3[C:17]=2[N:16]=[C:15]([N:12]2[C:11]4[CH:33]=[CH:34][C:8]([O:7][CH2:6][C:2]5([CH3:1])[CH2:3][O:4][CH2:5]5)=[CH:9][C:10]=4[N:14]=[CH:13]2)[CH:24]=[CH:23]3)[CH2:44][CH2:43]1)([CH3:38])([CH3:36])[CH3:37]. The yield is 0.790. (4) The reactants are [CH:1]1([C:7]2[S:8][C:9]3[C:15]([O:16]C)=[CH:14][CH:13]=[C:12]([O:18]C)[C:10]=3[N:11]=2)[CH2:6][CH2:5][CH2:4][CH2:3][CH2:2]1.[Ce+4].[N+]([O-])([O-])=O.[NH4+]. The catalyst is C(#N)C.O. The product is [CH:1]1([C:7]2[S:8][C:9]3[C:15](=[O:16])[CH:14]=[CH:13][C:12](=[O:18])[C:10]=3[N:11]=2)[CH2:2][CH2:3][CH2:4][CH2:5][CH2:6]1. The yield is 0.880. (5) The reactants are CN(C=O)C.Cl.[N:7]1[C:16]2[CH2:15][NH:14][CH2:13][CH2:12][C:11]=2[CH:10]=[CH:9][CH:8]=1.[C:17]([O:21][C:22](=[O:25])[CH2:23]Br)([CH3:20])([CH3:19])[CH3:18].C(N(CC)CC)C. The catalyst is CCOC(C)=O. The product is [C:17]([O:21][C:22](=[O:25])[CH2:23][N:14]1[CH2:15][C:16]2[N:7]=[CH:8][CH:9]=[CH:10][C:11]=2[CH2:12][CH2:13]1)([CH3:20])([CH3:19])[CH3:18]. The yield is 1.00.